Dataset: Forward reaction prediction with 1.9M reactions from USPTO patents (1976-2016). Task: Predict the product of the given reaction. Given the reactants C(C1C=C(C=O)C(O)=C(C2C=CC(OC(F)(F)F)=CC=2)C=1)(C)(C)C.Br[C:26]1[C:27]([OH:38])=[C:28]([CH:31]=[C:32]([C:34]([CH3:37])([CH3:36])[CH3:35])[CH:33]=1)[CH:29]=[O:30].[F:39][C:40]([F:55])([F:54])[C:41]1[CH:42]=[C:43](B(O)O)[CH:44]=[C:45]([C:47]([F:50])([F:49])[F:48])[CH:46]=1, predict the reaction product. The product is: [C:34]([C:32]1[CH:31]=[C:28]([CH:29]=[O:30])[C:27]([OH:38])=[C:26]([C:43]2[CH:44]=[C:45]([C:47]([F:50])([F:48])[F:49])[CH:46]=[C:41]([C:40]([F:39])([F:55])[F:54])[CH:42]=2)[CH:33]=1)([CH3:37])([CH3:36])[CH3:35].